Dataset: Forward reaction prediction with 1.9M reactions from USPTO patents (1976-2016). Task: Predict the product of the given reaction. (1) Given the reactants [N:1]#[C:2]Br.[C:4]([C:8]1[CH:13]=[CH:12][C:11]([S:14]([NH:17][C:18]2[C:19]([C:25]([NH:27][NH2:28])=O)=N[C:21]([Cl:24])=[CH:22][CH:23]=2)(=[O:16])=[O:15])=[CH:10][CH:9]=1)([CH3:7])([CH3:6])[CH3:5].[C:29](=O)([O-])[O-].[K+].[K+].[CH:35]([NH2:38])([CH3:37])[CH3:36], predict the reaction product. The product is: [NH2:1][C:2]1[N:38]([CH:35]([CH3:37])[CH3:36])[C:25]([C:19]2[CH:29]=[C:21]([Cl:24])[CH:22]=[CH:23][C:18]=2[NH:17][S:14]([C:11]2[CH:10]=[CH:9][C:8]([C:4]([CH3:5])([CH3:6])[CH3:7])=[CH:13][CH:12]=2)(=[O:16])=[O:15])=[N:27][N:28]=1. (2) Given the reactants [CH2:1]([C:3]1([C:9]([O:11][CH2:12][CH3:13])=[O:10])[CH2:7][CH2:6][CH2:5][CH:4]1[OH:8])[CH3:2].[C:14](OC(=O)C)(=[O:16])[CH3:15], predict the reaction product. The product is: [CH2:1]([C:3]1([C:9]([O:11][CH2:12][CH3:13])=[O:10])[CH2:7][CH2:6][CH2:5][CH:4]1[O:8][C:14](=[O:16])[CH3:15])[CH3:2]. (3) Given the reactants Cl[C:2]1[N:7]=[C:6]([O:8][C:9]2[CH:35]=[CH:34][CH:33]=[CH:32][C:10]=2[CH2:11][NH:12][C:13]([NH:15][C:16]2[N:20]([C:21]3[CH:26]=[CH:25][C:24]([CH3:27])=[CH:23][CH:22]=3)[N:19]=[C:18]([C:28]([CH3:31])([CH3:30])[CH3:29])[CH:17]=2)=[O:14])[CH:5]=[CH:4][N:3]=1.[CH3:36][O:37][CH2:38][CH2:39][N:40]1[CH2:45][CH2:44][NH:43][CH2:42][CH2:41]1.C(N(CC)C(C)C)(C)C.C(=O)(O)[O-].[Na+], predict the reaction product. The product is: [CH3:36][O:37][CH2:38][CH2:39][N:40]1[CH2:45][CH2:44][N:43]([C:2]2[N:7]=[C:6]([O:8][C:9]3[CH:35]=[CH:34][CH:33]=[CH:32][C:10]=3[CH2:11][NH:12][C:13]([NH:15][C:16]3[N:20]([C:21]4[CH:22]=[CH:23][C:24]([CH3:27])=[CH:25][CH:26]=4)[N:19]=[C:18]([C:28]([CH3:29])([CH3:31])[CH3:30])[CH:17]=3)=[O:14])[CH:5]=[CH:4][N:3]=2)[CH2:42][CH2:41]1. (4) Given the reactants [O:1]=[C:2]([Cl:8])[O:3][C:4](Cl)(Cl)Cl.C(NC(C)C)(C)C.OC[CH2:18][NH:19][C:20](=[O:45])[CH:21]([O:24][CH2:25][CH2:26][CH2:27][CH2:28]/[CH:29]=[CH:30]\[CH2:31]/[CH:32]=[CH:33]\[CH2:34]/[CH:35]=[CH:36]\[CH2:37]/[CH:38]=[CH:39]\[CH2:40]/[CH:41]=[CH:42]\[CH2:43][CH3:44])[CH2:22][CH3:23], predict the reaction product. The product is: [C:2]([Cl:8])(=[O:1])[O:3][CH2:4][CH2:18][NH:19][C:20](=[O:45])[CH:21]([O:24][CH2:25][CH2:26][CH2:27][CH2:28]/[CH:29]=[CH:30]\[CH2:31]/[CH:32]=[CH:33]\[CH2:34]/[CH:35]=[CH:36]\[CH2:37]/[CH:38]=[CH:39]\[CH2:40]/[CH:41]=[CH:42]\[CH2:43][CH3:44])[CH2:22][CH3:23]. (5) Given the reactants [Cl:1][C:2]1[CH:7]=[CH:6][C:5](B(O)O)=[CH:4][C:3]=1[C:11]([NH:13][CH2:14][C:15]12[CH2:24][CH:19]3[CH2:20][CH:21]([CH2:23][CH:17]([CH2:18]3)[CH2:16]1)[CH2:22]2)=[O:12].[Cl:25][C:26]1[C:27]([C:33]([O:35][CH3:36])=[O:34])=[N:28][C:29](Cl)=[CH:30][CH:31]=1.C(=O)([O-])[O-].[K+].[K+].O1CCCC1, predict the reaction product. The product is: [Cl:25][C:26]1[C:27]([C:33]([O:35][CH3:36])=[O:34])=[N:28][C:29]([C:5]2[CH:6]=[CH:7][C:2]([Cl:1])=[C:3]([C:11]([NH:13][CH2:14][C:15]34[CH2:24][CH:19]5[CH2:20][CH:21]([CH2:23][CH:17]([CH2:18]5)[CH2:16]3)[CH2:22]4)=[O:12])[CH:4]=2)=[CH:30][CH:31]=1. (6) Given the reactants F[C:2](F)(F)[C:3]1[CH:8]=[CH:7][C:6]([CH:9]([NH2:13])[CH2:10][CH2:11][CH3:12])=[CH:5][CH:4]=1.[Cl:16][C:17]1[CH:22]=[N:21][CH:20]=[C:19](Cl)[N:18]=1.C(=O)([O-])[O-].[K+].[K+], predict the reaction product. The product is: [Cl:16][C:17]1[N:18]=[C:19]([NH:13][CH:9]([C:6]2[CH:7]=[CH:8][C:3]([CH3:2])=[CH:4][CH:5]=2)[CH2:10][CH2:11][CH3:12])[CH:20]=[N:21][CH:22]=1. (7) Given the reactants [CH3:1][O:2][C:3](=[O:16])[C@H:4]([CH2:6][C:7]1[C:15]2[C:10](=[CH:11][CH:12]=[CH:13][CH:14]=2)[NH:9][CH:8]=1)[NH2:5].[CH2:17]=O, predict the reaction product. The product is: [CH2:17]1[C:8]2[NH:9][C:10]3[C:15]([C:7]=2[CH2:6][CH:4]([C:3]([O:2][CH3:1])=[O:16])[NH:5]1)=[CH:14][CH:13]=[CH:12][CH:11]=3. (8) Given the reactants [F:1][C:2]1[CH:29]=[CH:28][C:5]([CH2:6][NH:7][C:8]([C:10]2([CH2:23][CH2:24][CH2:25][CH2:26]Br)[C:22]3[CH:21]=[CH:20][CH:19]=[CH:18][C:17]=3[C:16]3[C:11]2=[CH:12][CH:13]=[CH:14][CH:15]=3)=[O:9])=[CH:4][CH:3]=1.[CH3:30][C@H:31]1[NH:36][C@@H:35]([CH3:37])[CH2:34][N:33]([C:38]2[CH:47]=[CH:46][C:45]3[C:40](=[CH:41][CH:42]=[CH:43][CH:44]=3)[N:39]=2)[CH2:32]1, predict the reaction product. The product is: [F:1][C:2]1[CH:29]=[CH:28][C:5]([CH2:6][NH:7][C:8]([C:10]2([CH2:23][CH2:24][CH2:25][CH2:26][N:36]3[C@H:35]([CH3:37])[CH2:34][N:33]([C:38]4[CH:47]=[CH:46][C:45]5[C:40](=[CH:41][CH:42]=[CH:43][CH:44]=5)[N:39]=4)[CH2:32][C@@H:31]3[CH3:30])[C:22]3[CH:21]=[CH:20][CH:19]=[CH:18][C:17]=3[C:16]3[C:11]2=[CH:12][CH:13]=[CH:14][CH:15]=3)=[O:9])=[CH:4][CH:3]=1.